This data is from Reaction yield outcomes from USPTO patents with 853,638 reactions. The task is: Predict the reaction yield, written as a fraction of the theoretical maximum amount of product (1.0 means a 100% yield; for example, 0.34 means a 34% yield). (1) The reactants are [CH:1]1([CH2:7][N:8]2[C:12]([CH3:13])=[C:11]([S:14](=[O:20])(=[O:19])[NH:15][CH:16]3[CH2:18][CH2:17]3)[CH:10]=[C:9]2C(O)=O)[CH2:6][CH2:5][CH2:4][CH2:3][CH2:2]1.Cl. The catalyst is CCO. The product is [CH:1]1([CH2:7][N:8]2[CH:9]=[CH:10][C:11]([S:14]([NH:15][CH:16]3[CH2:18][CH2:17]3)(=[O:20])=[O:19])=[C:12]2[CH3:13])[CH2:2][CH2:3][CH2:4][CH2:5][CH2:6]1. The yield is 0.610. (2) The product is [C:1]([N:4]1[CH2:9][CH2:8][N:7]([CH2:10][CH2:11][O:12][C:13]2[CH:22]=[C:21]3[C:16]([C:17]([NH:31][C:32]4[CH:37]=[CH:36][N:35]=[C:34]5[O:38][CH2:39][O:40][C:33]=45)=[N:18][CH:19]=[N:20]3)=[C:15]([O:24][CH:25]3[CH2:30][CH2:29][O:28][CH2:27][CH2:26]3)[CH:14]=2)[CH2:6][CH2:5]1)(=[O:3])[CH3:2]. The reactants are [C:1]([N:4]1[CH2:9][CH2:8][N:7]([CH2:10][CH2:11][O:12][C:13]2[CH:22]=[C:21]3[C:16]([C:17](Cl)=[N:18][CH:19]=[N:20]3)=[C:15]([O:24][CH:25]3[CH2:30][CH2:29][O:28][CH2:27][CH2:26]3)[CH:14]=2)[CH2:6][CH2:5]1)(=[O:3])[CH3:2].[NH2:31][C:32]1[CH:37]=[CH:36][N:35]=[C:34]2[O:38][CH2:39][O:40][C:33]=12. The yield is 0.530. The catalyst is N.C(Cl)Cl. (3) The reactants are [N:1]([CH2:4][CH2:5][CH2:6][C:7]1[C:15]2[C:10](=[CH:11][CH:12]=[CH:13][C:14]=2[NH:16][C:17]2[C:25]3[C:20](=[CH:21][N:22]=[CH:23][CH:24]=3)[O:19][C:18]=2[C:26]2[N:31]=[CH:30][CH:29]=[CH:28][N:27]=2)[N:9]([C:32]([O:34][C:35]([CH3:38])([CH3:37])[CH3:36])=[O:33])[N:8]=1)=[N+]=[N-]. The catalyst is CO.[Pd]. The product is [NH2:1][CH2:4][CH2:5][CH2:6][C:7]1[C:15]2[C:10](=[CH:11][CH:12]=[CH:13][C:14]=2[NH:16][C:17]2[C:25]3[C:20](=[CH:21][N:22]=[CH:23][CH:24]=3)[O:19][C:18]=2[C:26]2[N:31]=[CH:30][CH:29]=[CH:28][N:27]=2)[N:9]([C:32]([O:34][C:35]([CH3:38])([CH3:37])[CH3:36])=[O:33])[N:8]=1. The yield is 0.890.